From a dataset of Full USPTO retrosynthesis dataset with 1.9M reactions from patents (1976-2016). Predict the reactants needed to synthesize the given product. (1) Given the product [NH2:4][C:5]1[S:6][C:7]2[C:18]([O:19][CH3:20])=[CH:17][CH:16]=[CH:15][C:8]=2[C:9]=1[C:10]([OH:12])=[O:11], predict the reactants needed to synthesize it. The reactants are: C([NH:4][C:5]1[S:6][C:7]2[C:18]([O:19][CH3:20])=[CH:17][CH:16]=[CH:15][C:8]=2[C:9]=1[C:10]([O:12]CC)=[O:11])(=O)C.[OH-].[Na+]. (2) The reactants are: CO[C:3]1[C:10]([C:11]2[CH:16]=[CH:15][CH:14]=[CH:13][C:12]=2C)=[CH:9][CH:8]=[CH:7][C:4]=1[CH:5]=O.[NH2:18][C:19]1[C:28]([NH2:29])=[CH:27][CH:26]=[C:25]2[C:20]=1[C:21]([OH:33])=[CH:22][C:23]([C:30]([OH:32])=[O:31])=[CH:24]2.Cl.Cl.N[C:37]1C=C(S(O)(=O)=O)C2C([C:46]=1N)=C(O)C=CC=2. Given the product [CH2:37]([C:14]1[CH:13]=[CH:12][C:11]([C:10]2[CH:9]=[CH:8][CH:7]=[C:4]([C:5]3[NH:29][C:28]4[CH:27]=[CH:26][C:25]5[C:20](=[C:21]([OH:33])[CH:22]=[C:23]([C:30]([OH:32])=[O:31])[CH:24]=5)[C:19]=4[N:18]=3)[CH:3]=2)=[CH:16][CH:15]=1)[CH3:46], predict the reactants needed to synthesize it.